This data is from Forward reaction prediction with 1.9M reactions from USPTO patents (1976-2016). The task is: Predict the product of the given reaction. Given the reactants Cl[C:2]1[CH:3]=[C:4]([F:20])[C:5]([O:17][CH2:18][CH3:19])=[C:6]2[C:10]=1[N:9]([CH3:11])[CH:8]=[C:7]2[CH2:12][C:13]([O:15][CH3:16])=[O:14].CCN(CC)CC, predict the reaction product. The product is: [CH2:18]([O:17][C:5]1[C:4]([F:20])=[CH:3][CH:2]=[C:10]2[C:6]=1[C:7]([CH2:12][C:13]([O:15][CH3:16])=[O:14])=[CH:8][N:9]2[CH3:11])[CH3:19].